This data is from Reaction yield outcomes from USPTO patents with 853,638 reactions. The task is: Predict the reaction yield, written as a fraction of the theoretical maximum amount of product (1.0 means a 100% yield; for example, 0.34 means a 34% yield). (1) The reactants are [C:1]([C:5]1[CH:9]=[C:8]([C:10]([O:12]CC)=[O:11])[N:7]([CH2:15][C:16]([N:18]([CH3:20])[CH3:19])=[O:17])[N:6]=1)([CH3:4])([CH3:3])[CH3:2].[OH-].[Li+]. The catalyst is C1COCC1.O. The product is [C:1]([C:5]1[CH:9]=[C:8]([C:10]([OH:12])=[O:11])[N:7]([CH2:15][C:16]([N:18]([CH3:20])[CH3:19])=[O:17])[N:6]=1)([CH3:4])([CH3:2])[CH3:3]. The yield is 0.930. (2) The reactants are [F:1][C:2]1[CH:18]=[C:17]([N+:19]([O-:21])=[O:20])[CH:16]=[CH:15][C:3]=1[O:4][C:5]1[CH:10]=[CH:9][N:8]=[CH:7][C:6]=1[C:11]#[C:12][CH2:13]O.CCN(C(C)C)C(C)C.CS(Cl)(=O)=O.[C:36]([O:40][C:41](=[O:48])[NH:42][CH2:43][CH:44]1[CH2:47][NH:46][CH2:45]1)([CH3:39])([CH3:38])[CH3:37]. The catalyst is C1COCC1.CN(C=O)C. The product is [C:36]([O:40][C:41](=[O:48])[NH:42][CH2:43][CH:44]1[CH2:45][N:46]([CH2:13][C:12]#[C:11][C:6]2[CH:7]=[N:8][CH:9]=[CH:10][C:5]=2[O:4][C:3]2[CH:15]=[CH:16][C:17]([N+:19]([O-:21])=[O:20])=[CH:18][C:2]=2[F:1])[CH2:47]1)([CH3:39])([CH3:37])[CH3:38]. The yield is 0.480.